This data is from Full USPTO retrosynthesis dataset with 1.9M reactions from patents (1976-2016). The task is: Predict the reactants needed to synthesize the given product. (1) Given the product [NH3:7].[CH2:1]([N:7]1[CH2:8][CH:9]2[CH:11]([C:10]2([CH3:24])[C:13]2[CH:18]=[CH:17][CH:16]=[C:15]([C:19]3[NH:23][CH:22]=[N:21][N:20]=3)[CH:14]=2)[CH2:12]1)[CH2:2][CH2:3][CH2:4][CH2:5][CH3:6], predict the reactants needed to synthesize it. The reactants are: [CH2:1]([N:7]1[CH2:12][CH:11]2[CH:9]([C:10]2([CH3:24])[C:13]2[CH:18]=[CH:17][CH:16]=[C:15]([C:19]3[NH:23][CH:22]=[N:21][N:20]=3)[CH:14]=2)[C:8]1=O)[CH2:2][CH2:3][CH2:4][CH2:5][CH3:6].[H-].[Al+3].[Li+].[H-].[H-].[H-].[OH-].[Na+].C(OCC)(=O)C. (2) Given the product [Cl:1][C:2]1[CH:3]=[C:4]([C:9]2[N:14]=[C:13]([CH3:15])[N:12]=[C:11]([NH2:16])[N:10]=2)[C:5]([F:8])=[N:6][CH:7]=1, predict the reactants needed to synthesize it. The reactants are: [Cl:1][C:2]1[CH:3]=[C:4]([C:9]2[N:14]=[C:13]([CH3:15])[N:12]=[C:11]([N:16](CC3C=CC(OC)=CC=3)CC3C=CC(OC)=CC=3)[N:10]=2)[C:5]([F:8])=[N:6][CH:7]=1.FC(F)(F)S(O)(=O)=O. (3) Given the product [O:1]=[C:2]1[CH2:5][CH:4]([C:6]([O:8][CH2:16][C:17]2[CH:22]=[CH:21][CH:20]=[CH:19][CH:18]=2)=[O:7])[CH2:3]1, predict the reactants needed to synthesize it. The reactants are: [O:1]=[C:2]1[CH2:5][CH:4]([C:6]([OH:8])=[O:7])[CH2:3]1.C([O-])([O-])=O.[Cs+].[Cs+].Br[CH2:16][C:17]1[CH:22]=[CH:21][CH:20]=[CH:19][CH:18]=1.O. (4) Given the product [CH3:33][C:23]1[CH:22]2[CH2:21][CH2:20][CH:19]([C:24]=1[C:25]1[CH:30]=[CH:29][CH:28]=[CH:27][CH:26]=1)[C:15](=[O:18])[CH2:16]2, predict the reactants needed to synthesize it. The reactants are: O=P12OP3(OP(OP(O3)(O1)=O)(=O)O2)=O.[C:15]([C:19]1[CH:24]=[CH:23][CH:22]=[CH:21][CH:20]=1)(=[O:18])[CH2:16]C.[C:25]1(=O)[CH2:30][CH2:29][CH2:28][CH:27]=[CH:26]1.F[C:33](F)(F)S(O)(=O)=O. (5) Given the product [F:25][C:24]([F:27])([F:26])[C@H:23]([NH:28][C:18]([C:14]1[S:13][C:12](/[CH:11]=[CH:10]/[C:9]2[C:5]([CH2:1][CH2:2][CH2:3][CH3:4])=[N:6][O:7][C:8]=2[CH3:21])=[N:16][C:15]=1[CH3:17])=[O:20])[CH3:22], predict the reactants needed to synthesize it. The reactants are: [CH2:1]([C:5]1[C:9](/[CH:10]=[CH:11]/[C:12]2[S:13][C:14]([C:18]([OH:20])=O)=[C:15]([CH3:17])[N:16]=2)=[C:8]([CH3:21])[O:7][N:6]=1)[CH2:2][CH2:3][CH3:4].[CH3:22][CH:23]([NH2:28])[C:24]([F:27])([F:26])[F:25]. (6) Given the product [Br:22][CH:23]1[CH2:24][C:25]2[C:32](=[CH:29][CH:28]=[CH:27][CH:26]=2)[N:33]1[S:11]([NH2:9])(=[O:13])=[O:12], predict the reactants needed to synthesize it. The reactants are: BrC1C=CC=C2C=1[N:9]([S:11](C1C=CC(OC)=CC=1)(=[O:13])=[O:12])CC2.[Br:22][C:23]1[CH:24]=[CH:25][CH:26]=[C:27]2C=1N[CH:29]=[CH:28]2.[C:32]([BH3-])#[N:33].[Na+].[OH-].[Na+].